From a dataset of Reaction yield outcomes from USPTO patents with 853,638 reactions. Predict the reaction yield, written as a fraction of the theoretical maximum amount of product (1.0 means a 100% yield; for example, 0.34 means a 34% yield). (1) The reactants are [CH2:1]([O:4][C:5](=[O:37])[C@@H:6]([NH:25][C:26](=[O:36])[C:27]1[C:32]([F:33])=[CH:31][C:30](Br)=[CH:29][C:28]=1[F:35])[CH2:7][C:8]1[CH:13]=[CH:12][C:11]([C:14]2[C:15](=[O:24])[N:16]([CH3:23])[C:17](=[O:22])[N:18]([CH3:21])[C:19]=2[CH3:20])=[CH:10][CH:9]=1)[CH2:2][CH3:3].O.[CH3:39][N:40](C=O)C. The catalyst is [C-]#N.[Zn+2].[C-]#N.C1C=CC([P]([Pd]([P](C2C=CC=CC=2)(C2C=CC=CC=2)C2C=CC=CC=2)([P](C2C=CC=CC=2)(C2C=CC=CC=2)C2C=CC=CC=2)[P](C2C=CC=CC=2)(C2C=CC=CC=2)C2C=CC=CC=2)(C2C=CC=CC=2)C2C=CC=CC=2)=CC=1. The product is [CH2:1]([O:4][C:5](=[O:37])[C@@H:6]([NH:25][C:26](=[O:36])[C:27]1[C:32]([F:33])=[CH:31][C:30]([C:39]#[N:40])=[CH:29][C:28]=1[F:35])[CH2:7][C:8]1[CH:13]=[CH:12][C:11]([C:14]2[C:15](=[O:24])[N:16]([CH3:23])[C:17](=[O:22])[N:18]([CH3:21])[C:19]=2[CH3:20])=[CH:10][CH:9]=1)[CH2:2][CH3:3]. The yield is 0.990. (2) The reactants are [F:1][C:2]1[CH:10]=[C:9]([C:11]([O:13][CH3:14])=[O:12])[CH:8]=[C:7]([F:15])[C:3]=1[C:4](O)=[O:5].C(Cl)(=O)C([Cl:19])=O.CN(C)C=O. The catalyst is ClCCl. The product is [Cl:19][C:4]([C:3]1[C:2]([F:1])=[CH:10][C:9]([C:11]([O:13][CH3:14])=[O:12])=[CH:8][C:7]=1[F:15])=[O:5]. The yield is 0.941. (3) The reactants are [OH:1][CH:2]([C:5]1[CH:6]=[C:7]([C:17]([NH:19][CH2:20][C:21]2[C:22](=[O:29])[NH:23][C:24]([CH3:28])=[CH:25][C:26]=2[CH3:27])=[O:18])[C:8]2[CH:13]=[N:12][N:11]([CH:14]([CH3:16])[CH3:15])[C:9]=2[N:10]=1)CO. The catalyst is C1COCC1.O. The product is [CH3:27][C:26]1[CH:25]=[C:24]([CH3:28])[NH:23][C:22](=[O:29])[C:21]=1[CH2:20][NH:19][C:17]([C:7]1[C:8]2[CH:13]=[N:12][N:11]([CH:14]([CH3:16])[CH3:15])[C:9]=2[N:10]=[C:5]([CH:2]=[O:1])[CH:6]=1)=[O:18]. The yield is 0.848. (4) The reactants are [C:1]1([C@@H:7]([NH:9][C@H:10]2[C@@H:15]([C:16](OCC)=[O:17])[CH2:14][CH2:13][N:12]([C:21]([O:23][C:24]([CH3:27])([CH3:26])[CH3:25])=[O:22])[CH2:11]2)[CH3:8])[CH:6]=[CH:5][CH:4]=[CH:3][CH:2]=1.[H-].[Al+3].[Li+].[H-].[H-].[H-].N. The catalyst is O1CCCC1. The product is [OH:17][CH2:16][C@@H:15]1[CH2:14][CH2:13][N:12]([C:21]([O:23][C:24]([CH3:27])([CH3:26])[CH3:25])=[O:22])[CH2:11][C@@H:10]1[NH:9][C@H:7]([C:1]1[CH:2]=[CH:3][CH:4]=[CH:5][CH:6]=1)[CH3:8]. The yield is 0.280.